From a dataset of Reaction yield outcomes from USPTO patents with 853,638 reactions. Predict the reaction yield, written as a fraction of the theoretical maximum amount of product (1.0 means a 100% yield; for example, 0.34 means a 34% yield). (1) The product is [C:8]([C:5]1[CH:4]=[CH:3][C:2]([F:1])=[CH:7][N+:6]=1[O-:18])#[N:9]. The yield is 0.520. The catalyst is C(Cl)(Cl)Cl.C(Cl)Cl. The reactants are [F:1][C:2]1[CH:3]=[CH:4][C:5]([C:8]#[N:9])=[N:6][CH:7]=1.C1C=C(Cl)C=C(C(OO)=[O:18])C=1.S([O-])([O-])=O.[Na+].[Na+]. (2) The reactants are [C:1](=O)([O-])[O-].[Cs+].[Cs+].[OH:7][C:8]1[CH:13]=[CH:12][C:11]([C:14]([F:17])([F:16])[F:15])=[CH:10][C:9]=1[C:18]([C:20]1[CH:25]=[CH:24][CH:23]=[CH:22][CH:21]=1)=[O:19].[CH3:26][O:27][C:28](=[O:47])[CH2:29][CH2:30][C:31]1[CH:36]=[CH:35][C:34]([O:37][CH2:38][CH2:39][CH:40](OS(C)(=O)=O)[CH3:41])=[CH:33][CH:32]=1. The catalyst is CN(C=O)C. The product is [CH3:26][O:27][C:28](=[O:47])[CH2:29][CH2:30][C:31]1[CH:36]=[CH:35][C:34]([O:37][CH2:38][CH2:39][CH:40]([O:7][C:8]2[CH:13]=[CH:12][C:11]([C:14]([F:15])([F:16])[F:17])=[CH:10][C:9]=2[C:18](=[O:19])[C:20]2[CH:25]=[CH:24][CH:23]=[CH:22][CH:21]=2)[CH3:41])=[CH:33][C:32]=1[CH3:1]. The yield is 0.550.